From a dataset of Forward reaction prediction with 1.9M reactions from USPTO patents (1976-2016). Predict the product of the given reaction. (1) Given the reactants C([O:8][C@H:9]1[C@:12]2([C:32]3[CH:37]=[CH:36][CH:35]=[C:34]([C:38]([F:41])([F:40])[F:39])[CH:33]=3)[C:13]3[CH:31]=[CH:30][CH:29]=[CH:28][C:14]=3[N:15]([CH2:19][C:20]3[CH:25]=[CH:24][C:23]([O:26][CH3:27])=[CH:22][CH:21]=3)[C:16](=[O:18])[CH2:17][N:11]2[C:10]1=[O:42])C1C=CC=CC=1.C1COCC1.C(O)C, predict the reaction product. The product is: [OH:8][C@H:9]1[C@:12]2([C:32]3[CH:37]=[CH:36][CH:35]=[C:34]([C:38]([F:40])([F:39])[F:41])[CH:33]=3)[C:13]3[CH:31]=[CH:30][CH:29]=[CH:28][C:14]=3[N:15]([CH2:19][C:20]3[CH:25]=[CH:24][C:23]([O:26][CH3:27])=[CH:22][CH:21]=3)[C:16](=[O:18])[CH2:17][N:11]2[C:10]1=[O:42]. (2) Given the reactants [C-:1]#[N:2].[Na+].CC1C=CC(S(O[CH2:15][CH2:16][CH2:17][CH2:18][CH2:19][CH2:20][CH2:21][CH2:22][CH2:23][O:24][C:25]2[CH:30]=[CH:29][CH:28]=[C:27]([C:31]([NH2:33])=[O:32])[CH:26]=2)(=O)=O)=CC=1, predict the reaction product. The product is: [C:1]([CH2:15][CH2:16][CH2:17][CH2:18][CH2:19][CH2:20][CH2:21][CH2:22][CH2:23][O:24][C:25]1[CH:26]=[C:27]([C:31]([NH2:33])=[O:32])[CH:28]=[CH:29][CH:30]=1)#[N:2].